Regression. Given a peptide amino acid sequence and an MHC pseudo amino acid sequence, predict their binding affinity value. This is MHC class II binding data. From a dataset of Peptide-MHC class II binding affinity with 134,281 pairs from IEDB. (1) The MHC is HLA-DQA10401-DQB10402 with pseudo-sequence HLA-DQA10401-DQB10402. The peptide sequence is ASDVETAEGGEIHEL. The binding affinity (normalized) is 0.405. (2) The peptide sequence is LRNPGYALVAAVIGWML. The MHC is DRB5_0101 with pseudo-sequence DRB5_0101. The binding affinity (normalized) is 0.274. (3) The peptide sequence is SDSWLKDSAIMVASD. The MHC is DRB4_0101 with pseudo-sequence DRB4_0103. The binding affinity (normalized) is 0.479. (4) The peptide sequence is YDKFLANVSTVLTDK. The MHC is DRB3_0202 with pseudo-sequence DRB3_0202. The binding affinity (normalized) is 0.925. (5) The peptide sequence is RLFKAFILDGDNLFP. The MHC is HLA-DPA10301-DPB10402 with pseudo-sequence HLA-DPA10301-DPB10402. The binding affinity (normalized) is 0.426. (6) The peptide sequence is QLGELYYAIHKASPV. The MHC is DRB4_0101 with pseudo-sequence DRB4_0103. The binding affinity (normalized) is 0.541. (7) The peptide sequence is MEYLGHNAAGQWLEF. The MHC is DRB1_0701 with pseudo-sequence DRB1_0701. The binding affinity (normalized) is 0.763. (8) The peptide sequence is INEPTQAAIAYGLDR. The MHC is HLA-DQA10102-DQB10602 with pseudo-sequence HLA-DQA10102-DQB10602. The binding affinity (normalized) is 0.579. (9) The peptide sequence is RLIAFTSEHSHF. The MHC is DRB3_0202 with pseudo-sequence DRB3_0202. The binding affinity (normalized) is 0. (10) The peptide sequence is TPESATPFPHRKGVL. The MHC is DRB1_1602 with pseudo-sequence DRB1_1602. The binding affinity (normalized) is 0.477.